From a dataset of Reaction yield outcomes from USPTO patents with 853,638 reactions. Predict the reaction yield, written as a fraction of the theoretical maximum amount of product (1.0 means a 100% yield; for example, 0.34 means a 34% yield). (1) The reactants are [OH:1][C:2]1[CH:7]=[C:6]([OH:8])[CH:5]=[CH:4][C:3]=1[C:9](=[O:19])[CH2:10][C:11]1[CH:16]=[CH:15][C:14]([O:17][CH3:18])=[CH:13][CH:12]=1.[CH3:20]O. No catalyst specified. The product is [OH:1][C:2]1[CH:7]=[C:6]([O:8][CH3:20])[CH:5]=[CH:4][C:3]=1[C:9](=[O:19])[CH2:10][C:11]1[CH:16]=[CH:15][C:14]([O:17][CH3:18])=[CH:13][CH:12]=1. The yield is 0.810. (2) The reactants are [C:1]([O:5][C:6](=[O:41])[NH:7][C:8]1[C:13]([CH:14]([C:16]2[C:21]([N:22]([S:26]([C:29]3[CH:34]=[CH:33][C:32]([Cl:35])=[C:31]([C:36]([F:39])([F:38])[F:37])[CH:30]=3)(=[O:28])=[O:27])[CH2:23][O:24][CH3:25])=[CH:20][C:19]([Cl:40])=[CH:18][N:17]=2)[OH:15])=[CH:12][CH:11]=[CH:10][N:9]=1)([CH3:4])([CH3:3])[CH3:2]. The catalyst is C1COCC1.O=[Mn]=O. The yield is 0.610. The product is [C:1]([O:5][C:6](=[O:41])[NH:7][C:8]1[C:13]([C:14]([C:16]2[C:21]([N:22]([S:26]([C:29]3[CH:34]=[CH:33][C:32]([Cl:35])=[C:31]([C:36]([F:38])([F:37])[F:39])[CH:30]=3)(=[O:27])=[O:28])[CH2:23][O:24][CH3:25])=[CH:20][C:19]([Cl:40])=[CH:18][N:17]=2)=[O:15])=[CH:12][CH:11]=[CH:10][N:9]=1)([CH3:4])([CH3:2])[CH3:3].